The task is: Predict which catalyst facilitates the given reaction.. This data is from Catalyst prediction with 721,799 reactions and 888 catalyst types from USPTO. (1) Reactant: [CH3:1][C:2]1[N:7]=[C:6]([C:8]([OH:10])=O)[C:5]([O:11][CH3:12])=[CH:4][CH:3]=1.CCN(C(C)C)C(C)C.CN(C(ON1N=NC2C=CC=CC1=2)=[N+](C)C)C.[B-](F)(F)(F)F.[C@@H:44]12[CH2:50][C@@H:49]1[CH2:48][C@@H:47]([CH2:51][NH:52][C:53]1[CH:58]=[CH:57][C:56]([C:59]([F:62])([F:61])[F:60])=[CH:55][N:54]=1)[NH:46][CH2:45]2. Product: [CH3:1][C:2]1[N:7]=[C:6]([C:8]([N:46]2[C@H:47]([CH2:51][NH:52][C:53]3[CH:58]=[CH:57][C:56]([C:59]([F:60])([F:61])[F:62])=[CH:55][N:54]=3)[CH2:48][C@@H:49]3[C@@H:44]([CH2:50]3)[CH2:45]2)=[O:10])[C:5]([O:11][CH3:12])=[CH:4][CH:3]=1. The catalyst class is: 3. (2) Reactant: [CH3:1][O:2][C:3]1[C:4]([CH2:9][C:10]([NH:12][C:13]2[CH:18]=[CH:17][CH:16]=[C:15]([B:19]3[O:23][C:22]([CH3:25])([CH3:24])[C:21]([CH3:27])([CH3:26])[O:20]3)[C:14]=2[CH3:28])=[O:11])=[N:5][CH:6]=[CH:7][CH:8]=1.C1N=CN([C:34](N2C=NC=C2)=[O:35])C=1. Product: [CH3:1][O:2][C:3]1[C:4]2[N:5]([C:34](=[O:35])[N:12]([C:13]3[CH:18]=[CH:17][CH:16]=[C:15]([B:19]4[O:23][C:22]([CH3:24])([CH3:25])[C:21]([CH3:27])([CH3:26])[O:20]4)[C:14]=3[CH3:28])[C:10](=[O:11])[CH:9]=2)[CH:6]=[CH:7][CH:8]=1. The catalyst class is: 11. (3) Reactant: [CH:1]([CH:3]=O)=[O:2].[CH:5]1([NH:10][N:11]=[CH:12][C:13](=[O:15])[CH3:14])[CH2:9][CH2:8][CH2:7][CH2:6]1. Product: [OH:15][C:13]1[C:12]([C:1](=[O:2])[CH3:3])=[N:11][N:10]([CH:5]2[CH2:6][CH2:7][CH2:8][CH2:9]2)[CH:14]=1. The catalyst class is: 6. (4) Reactant: [CH3:1][C:2]1([CH3:14])[CH2:11][CH2:10][C:9]2[C:4](=[CH:5][CH:6]=[C:7]([OH:12])[CH:8]=2)[C:3]1=[O:13].[F:15][C:16]([F:29])([F:28])[S:17](O[S:17]([C:16]([F:29])([F:28])[F:15])(=[O:19])=[O:18])(=[O:19])=[O:18]. Product: [F:15][C:16]([F:29])([F:28])[S:17]([O:12][C:7]1[CH:8]=[C:9]2[C:4](=[CH:5][CH:6]=1)[C:3](=[O:13])[C:2]([CH3:14])([CH3:1])[CH2:11][CH2:10]2)(=[O:19])=[O:18]. The catalyst class is: 17. (5) The catalyst class is: 431. Product: [N:12]12[CH2:17][CH2:16][CH:15]([CH2:18][CH2:19]1)[C@@H:14]([NH:20][C:21]([C:23]1[O:24][C:25]3[CH:31]=[C:30]([C:6]4[CH:7]=[CH:8][C:3]([CH2:2][OH:1])=[CH:4][CH:5]=4)[CH:29]=[CH:28][C:26]=3[CH:27]=1)=[O:22])[CH2:13]2. Reactant: [OH:1][CH2:2][C:3]1[CH:8]=[CH:7][C:6](B(O)O)=[CH:5][CH:4]=1.[N:12]12[CH2:19][CH2:18][CH:15]([CH2:16][CH2:17]1)[C@@H:14]([NH:20][C:21]([C:23]1[O:24][C:25]3[CH:31]=[C:30](Br)[CH:29]=[CH:28][C:26]=3[CH:27]=1)=[O:22])[CH2:13]2.[OH-].[Na+]. (6) Reactant: [O:1]=[C:2]1[C:10]2[C:5](=[CH:6][CH:7]=[CH:8][CH:9]=2)[C:4]([C:11]2[CH:16]=[CH:15][CH:14]=[CH:13][CH:12]=2)=[C:3]1[C:17](O)=[O:18].O=S(Cl)Cl.Cl.[CH3:25][O:26][C:27](=[O:30])[CH2:28][NH2:29]. Product: [CH3:25][O:26][C:27](=[O:30])[CH2:28][NH:29][C:2]([C:3]1[C:17](=[O:18])[C:16]2[C:11]([C:4]=1[C:5]1[CH:6]=[CH:7][CH:8]=[CH:9][CH:10]=1)=[CH:12][CH:13]=[CH:14][CH:15]=2)=[O:1]. The catalyst class is: 424. (7) Reactant: [F:1][C:2]1[N:10]=[C:9]2[C:5]([N:6]=[C:7]([CH2:11][C:12]3[C:20]([I:21])=[CH:19][C:15]4[O:16][CH2:17][O:18][C:14]=4[CH:13]=3)[NH:8]2)=[C:4]([NH2:22])[N:3]=1.C1C=CC(COC(/N=N/C(OCC2C=CC=CC=2)=O)=O)=CC=1.C1(P(C2C=CC=CC=2)C2C=CC=CC=2)C=CC=CC=1.O[CH2:65][CH2:66][C:67](=[O:69])[CH3:68]. Product: [NH2:22][C:4]1[N:3]=[C:2]([F:1])[N:10]=[C:9]2[C:5]=1[N:6]=[C:7]([CH2:11][C:12]1[C:20]([I:21])=[CH:19][C:15]3[O:16][CH2:17][O:18][C:14]=3[CH:13]=1)[N:8]2[CH2:65][CH2:66][C:67](=[O:69])[CH3:68]. The catalyst class is: 390.